This data is from Forward reaction prediction with 1.9M reactions from USPTO patents (1976-2016). The task is: Predict the product of the given reaction. (1) Given the reactants [NH2:1][C:2]1[C:3](=[O:9])[N:4]([CH3:8])[N:5]=[CH:6][CH:7]=1.[C:10]1([CH3:23])[CH:15]=[CH:14][CH:13]=[CH:12][C:11]=1[O:16][CH:17]1[CH2:22][CH2:21][NH:20][CH2:19][CH2:18]1.Cl.FC(F)(F)C1C=CC=C[C:28]=1[O:29]C1CCNCC1, predict the reaction product. The product is: [CH3:8][N:4]1[C:3](=[O:9])[C:2]([NH:1][C:28]([N:20]2[CH2:21][CH2:22][CH:17]([O:16][C:11]3[CH:12]=[CH:13][CH:14]=[CH:15][C:10]=3[CH3:23])[CH2:18][CH2:19]2)=[O:29])=[CH:7][CH:6]=[N:5]1. (2) Given the reactants [CH3:1][O:2][C:3]([C@@H:5]1[CH2:32][C@@H:31]2[CH2:33][N:6]1[C:7](=[O:43])[C@H:8]([C:36]1([CH3:42])[CH2:41][CH2:40][CH2:39][CH2:38][CH2:37]1)[NH:9][C:10](=[O:35])[O:11][C@@H:12]1[CH2:34][C@H:13]1[CH2:14][CH2:15][CH2:16][CH2:17][CH2:18][C:19]1[C:20]([O:30]2)=[N:21][C:22]2[CH:23]=[CH:24][CH:25]=[CH:26][C:27]=2[C:28]=1[OH:29])=[O:4].C1(P(C2C=CC=CC=2)C2C=CC=CC=2)C=CC=CC=1.O[CH:64]1[CH2:69][CH2:68][N:67]([CH3:70])[CH2:66][CH2:65]1.N(C(OC(C)C)=O)=NC(OC(C)C)=O, predict the reaction product. The product is: [CH3:1][O:2][C:3]([C@@H:5]1[CH2:32][C@@H:31]2[CH2:33][N:6]1[C:7](=[O:43])[C@H:8]([C:36]1([CH3:42])[CH2:41][CH2:40][CH2:39][CH2:38][CH2:37]1)[NH:9][C:10](=[O:35])[O:11][C@@H:12]1[CH2:34][C@H:13]1[CH2:14][CH2:15][CH2:16][CH2:17][CH2:18][C:19]1[C:20]([O:30]2)=[N:21][C:22]2[CH:23]=[CH:24][CH:25]=[CH:26][C:27]=2[C:28]=1[O:29][CH:64]1[CH2:69][CH2:68][N:67]([CH3:70])[CH2:66][CH2:65]1)=[O:4]. (3) The product is: [C:1]([O:5][C:6](=[O:7])[NH:8][C@@H:9]([CH2:13][C:14]1[CH:19]=[CH:18][C:17]([O:20][CH2:21][CH2:22][C@H:23]([CH:25]2[CH2:26][CH2:27][N:28]([C:31]3[O:35][N:34]=[C:33]([CH:36]([CH3:37])[CH3:38])[N:32]=3)[CH2:29][CH2:30]2)[CH3:24])=[CH:16][C:15]=1[F:39])[C:10]([N:43]1[CH2:44][CH2:45][C:41]([F:46])([F:40])[CH2:42]1)=[O:12])([CH3:2])([CH3:3])[CH3:4]. Given the reactants [C:1]([O:5][C:6]([NH:8][C@@H:9]([CH2:13][C:14]1[CH:19]=[CH:18][C:17]([O:20][CH2:21][CH2:22][C@H:23]([CH:25]2[CH2:30][CH2:29][N:28]([C:31]3[O:35][N:34]=[C:33]([CH:36]([CH3:38])[CH3:37])[N:32]=3)[CH2:27][CH2:26]2)[CH3:24])=[CH:16][C:15]=1[F:39])[C:10]([OH:12])=O)=[O:7])([CH3:4])([CH3:3])[CH3:2].[F:40][C:41]1([F:46])[CH2:45][CH2:44][NH:43][CH2:42]1, predict the reaction product. (4) The product is: [C:1]([N:9]1[CH:14]=[CH:13][C:12](=[O:15])[CH2:11][CH:10]1[C:16]1[CH:17]=[C:18]([CH:19]=[CH:20][CH:21]=1)[C:53]#[N:55])(=[O:8])[C:2]1[CH:7]=[CH:6][CH:5]=[CH:4][CH:3]=1. Given the reactants [C:1]([N:9]1[CH:14]=[CH:13][C:12](=[O:15])[CH2:11][CH:10]1[C:16]1[CH:21]=[CH:20][CH:19]=[C:18](Cl)[CH:17]=1)(=[O:8])[C:2]1[CH:7]=[CH:6][CH:5]=[CH:4][CH:3]=1.C1(C2C3C(=CC=CC=3)C=CC=2)C2C(=CC=CC=2)C=CC=1.C(PC(C)(C)C)(C)(C)C.C[C:53]([N:55](C)C)=O, predict the reaction product. (5) Given the reactants [Cl:1][C:2]1[CH:10]=[CH:9][CH:8]=[C:7]([Cl:11])[C:3]=1[C:4](Cl)=[O:5].[CH:12]([N:15]([CH:26]([CH3:28])[CH3:27])[C:16]([S:18][C:19]1[CH:20]=[N:21][CH:22]=[CH:23][C:24]=1[NH2:25])=[S:17])([CH3:14])[CH3:13], predict the reaction product. The product is: [CH:26]([N:15]([CH:12]([CH3:14])[CH3:13])[C:16]([S:18][C:19]1[CH:20]=[N:21][CH:22]=[CH:23][C:24]=1[NH:25][C:4](=[O:5])[C:3]1[C:2]([Cl:1])=[CH:10][CH:9]=[CH:8][C:7]=1[Cl:11])=[S:17])([CH3:28])[CH3:27].